From a dataset of Reaction yield outcomes from USPTO patents with 853,638 reactions. Predict the reaction yield, written as a fraction of the theoretical maximum amount of product (1.0 means a 100% yield; for example, 0.34 means a 34% yield). (1) The reactants are [CH3:1][NH:2][C:3]([C:5]1[C:15]([CH2:16][CH2:17][C@@H:18](O)[C:19]2[CH:24]=[CH:23][CH:22]=[CH:21][C:20]=2[CH3:25])=[C:14]([OH:27])[C:8]2[N:9]=[C:10]([CH3:13])[N:11]([CH3:12])[C:7]=2[CH:6]=1)=[O:4].C1(P(C2C=CC=CC=2)C2C=CC=CC=2)C=CC=CC=1.CC(OC(/N=N/C(OC(C)C)=O)=O)C. The catalyst is O1CCCC1. The product is [CH3:1][NH:2][C:3]([C:5]1[C:15]2[CH2:16][CH2:17][C@@H:18]([C:19]3[CH:24]=[CH:23][CH:22]=[CH:21][C:20]=3[CH3:25])[O:27][C:14]=2[C:8]2[N:9]=[C:10]([CH3:13])[N:11]([CH3:12])[C:7]=2[CH:6]=1)=[O:4]. The yield is 0.350. (2) The reactants are [NH2:1][C:2]1[N:7]=[CH:6][N:5]=[C:4]2[N:8]([CH:26]([C:28]3[O:29][C:30](=[O:44])[C:31]4[C:36]([C:37]=3[C:38]3[CH:43]=[CH:42][CH:41]=[CH:40][CH:39]=3)=[CH:35][CH:34]=[CH:33][CH:32]=4)[CH3:27])[N:9]=[C:10]([C:11]3[CH:16]=[C:15]([F:17])[CH:14]=[C:13]([O:18][Si](C(C)(C)C)(C)C)[CH:12]=3)[C:3]=12. The catalyst is Cl.CCO. The product is [NH2:1][C:2]1[N:7]=[CH:6][N:5]=[C:4]2[N:8]([CH:26]([C:28]3[O:29][C:30](=[O:44])[C:31]4[C:36]([C:37]=3[C:38]3[CH:43]=[CH:42][CH:41]=[CH:40][CH:39]=3)=[CH:35][CH:34]=[CH:33][CH:32]=4)[CH3:27])[N:9]=[C:10]([C:11]3[CH:12]=[C:13]([OH:18])[CH:14]=[C:15]([F:17])[CH:16]=3)[C:3]=12. The yield is 0.800. (3) The reactants are C1CCC(N=C=NC2CCCCC2)CC1.[CH2:16]1[C@@H:20]([CH2:21][CH2:22][CH2:23][CH2:24][C:25]([OH:27])=[O:26])[S:19][S:18][CH2:17]1.[CH3:28][N:29]([CH3:33])[CH2:30][CH2:31]O. The catalyst is C(Cl)Cl.CN(C1C=CN=CC=1)C. The product is [S:18]1[CH2:17][CH2:16][C@@H:20]([CH2:21][CH2:22][CH2:23][CH2:24][C:25]([O:27][CH2:31][CH2:30][N:29]([CH3:33])[CH3:28])=[O:26])[S:19]1. The yield is 0.790. (4) The reactants are Br[C:2]1[CH:7]=[CH:6][C:5]([CH:8]([CH3:15])[CH2:9][NH:10][S:11]([CH3:14])(=[O:13])=[O:12])=[CH:4][CH:3]=1.C(=O)([O-])[O-].[K+].[K+].[F:22][C:23]1[CH:28]=[CH:27][C:26](B(O)O)=[CH:25][CH:24]=1. The catalyst is C1(C)C=CC=CC=1.C(OCC)(=O)C.C(OCC)C.Cl[Pd](Cl)([P](C1C=CC=CC=1)(C1C=CC=CC=1)C1C=CC=CC=1)[P](C1C=CC=CC=1)(C1C=CC=CC=1)C1C=CC=CC=1. The product is [F:22][C:23]1[CH:28]=[CH:27][C:26]([C:2]2[CH:7]=[CH:6][C:5]([CH:8]([CH3:15])[CH2:9][NH:10][S:11]([CH3:14])(=[O:13])=[O:12])=[CH:4][CH:3]=2)=[CH:25][CH:24]=1. The yield is 0.120. (5) The reactants are [NH2:1][CH:2]([CH3:5])[C:3]#[N:4].C(N(C(C)C)C(C)C)C.Cl[C:16](Cl)([O:18]C(=O)OC(Cl)(Cl)Cl)Cl.[CH:27]12[CH2:35][CH:31]([CH2:32][NH:33][CH2:34]1)[CH2:30][N:29]([CH2:36][CH:37]([OH:48])[CH2:38][O:39][C:40]1[CH:47]=[CH:46][C:43]([C:44]#[N:45])=[CH:42][CH:41]=1)[CH2:28]2. The catalyst is C(Cl)Cl. The product is [C:3]([CH:2]([NH:1][C:16]([N:33]1[CH2:32][CH:31]2[CH2:35][CH:27]([CH2:28][N:29]([CH2:36][CH:37]([OH:48])[CH2:38][O:39][C:40]3[CH:41]=[CH:42][C:43]([C:44]#[N:45])=[CH:46][CH:47]=3)[CH2:30]2)[CH2:34]1)=[O:18])[CH3:5])#[N:4]. The yield is 0.650. (6) The product is [OH:26][CH2:25][N:22]1[C:11]2[N:12]=[C:13]([NH:15][C:16]3[CH:17]=[N:18][N:19]([CH3:21])[CH:20]=3)[N:14]=[C:9]([O:8][CH2:7][C@H:6]3[C@H:2]([CH3:1])[CH2:3][N:4]([C:33](=[O:36])[CH:34]=[CH2:35])[CH2:5]3)[C:10]=2[CH:24]=[CH:23]1. The reactants are [CH3:1][C@H:2]1[C@H:6]([CH2:7][O:8][C:9]2[C:10]3[CH:24]=[CH:23][N:22]([CH2:25][O:26]CC[Si](C)(C)C)[C:11]=3[N:12]=[C:13]([NH:15][C:16]3[CH:17]=[N:18][N:19]([CH3:21])[CH:20]=3)[N:14]=2)[CH2:5][N:4]([C:33](=[O:36])[CH:34]=[CH2:35])[CH2:3]1.B(F)(F)F.CCOCC. The catalyst is C(Cl)Cl. The yield is 1.00. (7) The reactants are C(OC([N:8]1[CH2:13][CH2:12][CH:11]([C:14]2[C:22]3[S:21][C:20]([NH:23][C:24]([C:26]4[CH:31]=[CH:30][N:29]=[C:28]([CH3:32])[CH:27]=4)=[O:25])=[N:19][C:18]=3[C:17]([O:33][CH3:34])=[CH:16][CH:15]=2)[CH2:10][CH2:9]1)=O)(C)(C)C.[ClH:35].CO. No catalyst specified. The product is [ClH:35].[CH3:34][O:33][C:17]1[C:18]2[N:19]=[C:20]([NH:23][C:24](=[O:25])[C:26]3[CH:31]=[CH:30][N:29]=[C:28]([CH3:32])[CH:27]=3)[S:21][C:22]=2[C:14]([CH:11]2[CH2:12][CH2:13][NH:8][CH2:9][CH2:10]2)=[CH:15][CH:16]=1. The yield is 0.570. (8) The yield is 0.990. The catalyst is C(Cl)Cl. The reactants are [Br:1][C:2]1[CH:7]=[C:6]([N+:8]([O-:10])=[O:9])[CH:5]=[C:4]([Br:11])[C:3]=1[OH:12].N1C=CC=CC=1.[S:19](O[S:19]([C:22]([F:25])([F:24])[F:23])(=[O:21])=[O:20])([C:22]([F:25])([F:24])[F:23])(=[O:21])=[O:20]. The product is [O:12]([C:3]1[C:2]([Br:1])=[CH:7][C:6]([N+:8]([O-:10])=[O:9])=[CH:5][C:4]=1[Br:11])[S:19]([C:22]([F:25])([F:24])[F:23])(=[O:21])=[O:20]. (9) The reactants are CC(OC1C=CC=C(OC(C)C)C=1C1C(P(C2CCCCC2)C2CCCCC2)=CC=CC=1)C.Cl[C:35]1[CH:36]=[C:37]([N:44]([CH2:52][CH:53]2[CH2:58][CH2:57][O:56][CH2:55][CH2:54]2)[C:45](=[O:51])[O:46][C:47]([CH3:50])([CH3:49])[CH3:48])[C:38]2[N:39]([CH:41]=[CH:42][N:43]=2)[N:40]=1.Cl.[F:60][C:61]([F:67])([F:66])[C:62]([CH3:65])([NH2:64])[CH3:63].CC(C)([O-])C.[Na+]. The catalyst is C1C=CC(/C=C/C(/C=C/C2C=CC=CC=2)=O)=CC=1.C1C=CC(/C=C/C(/C=C/C2C=CC=CC=2)=O)=CC=1.C1C=CC(/C=C/C(/C=C/C2C=CC=CC=2)=O)=CC=1.[Pd].[Pd].C(OCC)(=O)C.O.O1CCOCC1. The product is [C:47]([O:46][C:45](=[O:51])[N:44]([CH2:52][CH:53]1[CH2:58][CH2:57][O:56][CH2:55][CH2:54]1)[C:37]1[C:38]2[N:39]([CH:41]=[CH:42][N:43]=2)[N:40]=[C:35]([NH:64][C:62]([CH3:65])([CH3:63])[C:61]([F:67])([F:66])[F:60])[CH:36]=1)([CH3:50])([CH3:49])[CH3:48]. The yield is 0.710. (10) The reactants are [Br:1][C:2]1[CH:3]=[C:4]([CH3:18])[C:5]2[N:6]([CH:8]=[C:9]([C:11]3[CH:16]=[CH:15][C:14]([F:17])=[CH:13][CH:12]=3)[N:10]=2)[CH:7]=1.P(Cl)(Cl)(Cl)=O.CN(C)[CH:26]=[O:27]. No catalyst specified. The product is [Br:1][C:2]1[CH:3]=[C:4]([CH3:18])[C:5]2[N:6]([C:8]([CH:26]=[O:27])=[C:9]([C:11]3[CH:16]=[CH:15][C:14]([F:17])=[CH:13][CH:12]=3)[N:10]=2)[CH:7]=1. The yield is 0.850.